Dataset: CYP2C19 inhibition data for predicting drug metabolism from PubChem BioAssay. Task: Regression/Classification. Given a drug SMILES string, predict its absorption, distribution, metabolism, or excretion properties. Task type varies by dataset: regression for continuous measurements (e.g., permeability, clearance, half-life) or binary classification for categorical outcomes (e.g., BBB penetration, CYP inhibition). Dataset: cyp2c19_veith. The molecule is O=C(Cc1ccc(Br)cc1)Nc1ccccc1Sc1ccccc1. The result is 1 (inhibitor).